Dataset: Forward reaction prediction with 1.9M reactions from USPTO patents (1976-2016). Task: Predict the product of the given reaction. (1) Given the reactants [NH2:1][C:2]1[N:3]([CH3:8])[O:4][C:5](=[O:7])[CH:6]=1.[F:9][C:10]1[CH:17]=[CH:16][C:13]([CH:14]=O)=[CH:12][C:11]=1[I:18].[O:19]1[CH2:24][C:23](=O)[CH2:22][C:21](=[O:26])[CH2:20]1, predict the reaction product. The product is: [F:9][C:10]1[CH:17]=[CH:16][C:13]([CH:14]2[C:22]3[C:21](=[O:26])[CH2:20][O:19][CH2:24][C:23]=3[NH:1][C:2]3[N:3]([CH3:8])[O:4][C:5](=[O:7])[C:6]2=3)=[CH:12][C:11]=1[I:18]. (2) Given the reactants CC1(C)C(C)(C)OB([C:9]2[CH:10]=[CH:11][C:12]3[O:16][C:15]([CH:17]4[CH2:22][CH2:21][N:20]([C:23]([O:25][CH:26]([CH3:28])[CH3:27])=[O:24])[CH2:19][CH2:18]4)=[N:14][C:13]=3[CH:29]=2)O1.Br[C:32]1[CH:40]=[CH:39][C:35]([C:36]([NH2:38])=[O:37])=[CH:34][C:33]=1[F:41], predict the reaction product. The product is: [C:36]([C:35]1[CH:39]=[CH:40][C:32]([C:9]2[CH:10]=[CH:11][C:12]3[O:16][C:15]([CH:17]4[CH2:22][CH2:21][N:20]([C:23]([O:25][CH:26]([CH3:27])[CH3:28])=[O:24])[CH2:19][CH2:18]4)=[N:14][C:13]=3[CH:29]=2)=[C:33]([F:41])[CH:34]=1)(=[O:37])[NH2:38]. (3) Given the reactants [ClH:1].CCOCC.C(OC(=O)[NH:13][CH2:14][C:15]1[CH:23]=[CH:22][CH:21]=[C:20]2[C:16]=1[C:17](=[O:34])[N:18]([C:25]1([CH3:33])[CH2:30][CH2:29][C:28](=[O:31])[NH:27][C:26]1=[O:32])[C:19]2=[O:24])(C)(C)C, predict the reaction product. The product is: [ClH:1].[NH2:13][CH2:14][C:15]1[CH:23]=[CH:22][CH:21]=[C:20]2[C:16]=1[C:17](=[O:34])[N:18]([C:25]1([CH3:33])[CH2:30][CH2:29][C:28](=[O:31])[NH:27][C:26]1=[O:32])[C:19]2=[O:24]. (4) Given the reactants [CH3:1][O:2][C:3]1[CH:8]=[CH:7][C:6]([N:9]2[C:13]([C:14]([O:16][CH3:17])=[O:15])=[CH:12][C:11](C(O)=O)=[N:10]2)=[CH:5][CH:4]=1.C([N:23](CC)CC)C.Cl[C:29]([O:31][CH2:32]C(C)C)=[O:30].[N-]=[N+]=[N-].[Na+], predict the reaction product. The product is: [CH3:1][O:2][C:3]1[CH:4]=[CH:5][C:6]([N:9]2[C:13]([C:14]([O:16][CH3:17])=[O:15])=[CH:12][C:11]([NH:23][C:29]([O:31][CH3:32])=[O:30])=[N:10]2)=[CH:7][CH:8]=1. (5) The product is: [CH:3]1([NH:8][C@@H:9]2[CH2:17][C:16]3[C:11](=[CH:12][CH:13]=[CH:14][CH:15]=3)[C@H:10]2[OH:18])[CH2:4][CH2:5][CH2:6][CH2:7]1. Given the reactants [BH4-].[Na+].[CH:3]1([NH:8][CH:9]2[CH2:17][C:16]3[C:11](=[CH:12][CH:13]=[CH:14][CH:15]=3)[C:10]2=[O:18])[CH2:7][CH2:6][CH2:5][CH2:4]1, predict the reaction product. (6) Given the reactants [NH2:1][C:2]1[C:11]2[C:6](=[C:7]([C:13]3[C:18]([CH3:19])=[CH:17][C:16](/[CH:20]=[CH:21]/[C:22]#[N:23])=[CH:15][C:14]=3[CH3:24])[CH:8]=[C:9]([Cl:12])[CH:10]=2)[N:5]=[C:4](Cl)[N:3]=1.[NH2:26][C:27]1[CH:34]=[CH:33][C:30]([C:31]#[N:32])=[CH:29][CH:28]=1.CC1(C)C2C=CC=C(P(C3C=CC=CC=3)C3C=CC=CC=3)C=2OC2C1=CC=CC=2P(C1C=CC=CC=1)C1C=CC=CC=1.C(N(CC)C(C)C)(C)C, predict the reaction product. The product is: [NH2:1][C:2]1[C:11]2[C:6](=[C:7]([C:13]3[C:14]([CH3:24])=[CH:15][C:16](/[CH:20]=[CH:21]/[C:22]#[N:23])=[CH:17][C:18]=3[CH3:19])[CH:8]=[C:9]([Cl:12])[CH:10]=2)[N:5]=[C:4]([NH:26][C:27]2[CH:34]=[CH:33][C:30]([C:31]#[N:32])=[CH:29][CH:28]=2)[N:3]=1. (7) The product is: [NH2:15][C:7]1[CH:8]=[CH:9][C:4]([CH:1]([CH3:3])[CH3:2])=[C:5]([OH:11])[CH:6]=1. Given the reactants [CH:1]([C:4]1[CH:9]=[CH:8][C:7](C)=[CH:6][C:5]=1[OH:11])([CH3:3])[CH3:2].C([O-])=O.[NH4+:15], predict the reaction product. (8) Given the reactants [ClH:1].[CH3:2][N:3]1[C:8]([CH3:9])=[CH:7][C:6](=[O:10])[C:5]([O:11]CC2C=CC=CC=2)=[C:4]1[CH2:19][O:20][CH3:21], predict the reaction product. The product is: [ClH:1].[CH3:2][N:3]1[C:8]([CH3:9])=[CH:7][C:6](=[O:10])[C:5]([OH:11])=[C:4]1[CH2:19][O:20][CH3:21].